Task: Predict the reactants needed to synthesize the given product.. Dataset: Full USPTO retrosynthesis dataset with 1.9M reactions from patents (1976-2016) Given the product [C:1]([O:5][C:6](=[O:22])[NH:7][C:8]1[CH:13]=[CH:12][C:11]([C:14]2[CH:19]=[CH:18][CH:17]=[C:16]([F:20])[CH:15]=2)=[CH:10][C:9]=1[NH:21][C:36](=[O:37])[CH2:35][C:34]([C:30]1[CH:31]=[CH:32][CH:33]=[C:28]([N:23]2[CH:27]=[CH:26][N:25]=[CH:24]2)[CH:29]=1)=[O:39])([CH3:4])([CH3:2])[CH3:3], predict the reactants needed to synthesize it. The reactants are: [C:1]([O:5][C:6](=[O:22])[NH:7][C:8]1[CH:13]=[CH:12][C:11]([C:14]2[CH:19]=[CH:18][CH:17]=[C:16]([F:20])[CH:15]=2)=[CH:10][C:9]=1[NH2:21])([CH3:4])([CH3:3])[CH3:2].[N:23]1([C:28]2[CH:29]=[C:30]([C:34]3[O:39]C(C)(C)[O:37][C:36](=O)[CH:35]=3)[CH:31]=[CH:32][CH:33]=2)[CH:27]=[CH:26][N:25]=[CH:24]1.